The task is: Predict the reaction yield, written as a fraction of the theoretical maximum amount of product (1.0 means a 100% yield; for example, 0.34 means a 34% yield).. This data is from Reaction yield outcomes from USPTO patents with 853,638 reactions. The reactants are [Br:1][C:2]1[CH:7]=[CH:6][C:5]([N:8]2[CH2:13][CH2:12][NH:11][CH2:10][CH2:9]2)=[CH:4][CH:3]=1.[CH3:14][C:15]([CH3:17])=O.[BH-](OC(C)=O)(OC(C)=O)OC(C)=O.[Na+].CC(O)=O. The catalyst is ClCCCl.C1COCC1. The product is [Br:1][C:2]1[CH:3]=[CH:4][C:5]([N:8]2[CH2:13][CH2:12][N:11]([CH:15]([CH3:17])[CH3:14])[CH2:10][CH2:9]2)=[CH:6][CH:7]=1. The yield is 0.990.